Dataset: Full USPTO retrosynthesis dataset with 1.9M reactions from patents (1976-2016). Task: Predict the reactants needed to synthesize the given product. (1) The reactants are: [CH:1]1([C:6]2[N:14](COCC[Si](C)(C)C)[C:13]3[C:12](=[O:23])[N:11]([CH2:24][CH:25]([CH3:27])[CH3:26])[C:10]([O:28][C:29]4[C:30]([CH3:35])=[N:31][CH:32]=[CH:33][CH:34]=4)=[N:9][C:8]=3[N:7]=2)[CH2:5][CH2:4][CH2:3][CH2:2]1.Cl. Given the product [CH:1]1([C:6]2[NH:14][C:13]3[C:12](=[O:23])[N:11]([CH2:24][CH:25]([CH3:26])[CH3:27])[C:10]([O:28][C:29]4[C:30]([CH3:35])=[N:31][CH:32]=[CH:33][CH:34]=4)=[N:9][C:8]=3[N:7]=2)[CH2:5][CH2:4][CH2:3][CH2:2]1, predict the reactants needed to synthesize it. (2) Given the product [CH3:1][O:2][C:3]1[C:8]([CH3:9])=[C:7]([CH3:10])[C:6]([O:11][CH3:12])=[C:5]([CH3:13])[C:4]=1[CH2:14][CH2:15][CH2:16][C:17]([NH:35][CH2:34][CH2:32][OH:33])=[O:19], predict the reactants needed to synthesize it. The reactants are: [CH3:1][O:2][C:3]1[C:8]([CH3:9])=[C:7]([CH3:10])[C:6]([O:11][CH3:12])=[C:5]([CH3:13])[C:4]=1[CH2:14][CH2:15][CH2:16][C:17]([OH:19])=O.C1N=CN(C(N2C=NC=C2)=O)C=1.[CH2:32]([CH2:34][NH2:35])[OH:33]. (3) Given the product [NH2:12][C:10]1[CH:9]=[CH:8][CH:7]=[C:6]2[C:11]=1[CH:2]([OH:1])[N:3]([CH2:15][CH2:16][CH2:17][CH2:18][CH3:19])[CH:4]=[N:5]2, predict the reactants needed to synthesize it. The reactants are: [OH:1][CH:2]1[C:11]2[C:6](=[CH:7][CH:8]=[CH:9][C:10]=2[N+:12]([O-])=O)[N:5]=[CH:4][N:3]1[CH2:15][CH2:16][CH2:17][CH2:18][CH3:19]. (4) The reactants are: [CH3:1][C:2]1([CH3:22])[C@@H:5]([C:6]([N:8]2[CH2:13][CH2:12][CH2:11][CH2:10][CH2:9]2)=[O:7])[CH2:4][C@H:3]1[NH:14]C(=O)OC(C)(C)C.CCN(CC)CC. Given the product [NH2:14][C@@H:3]1[CH2:4][C@H:5]([C:6]([N:8]2[CH2:13][CH2:12][CH2:11][CH2:10][CH2:9]2)=[O:7])[C:2]1([CH3:22])[CH3:1], predict the reactants needed to synthesize it. (5) Given the product [CH3:17][C@H:13]([O:12][C:6]1[N:5]=[C:4]2[C:9]([N:10]=[C:2]([O:25][CH3:24])[N:3]2[CH:18]2[CH2:23][CH2:22][CH2:21][CH2:20][O:19]2)=[C:8]([NH2:11])[N:7]=1)[CH2:14][CH2:15][CH3:16], predict the reactants needed to synthesize it. The reactants are: Br[C:2]1[N:3]([CH:18]2[CH2:23][CH2:22][CH2:21][CH2:20][O:19]2)[C:4]2[C:9]([N:10]=1)=[C:8]([NH2:11])[N:7]=[C:6]([O:12][C@@H:13]([CH3:17])[CH2:14][CH2:15][CH3:16])[N:5]=2.[CH3:24][O-:25].[Na+]. (6) Given the product [C:16]([O:20][C:21]([N:23]1[CH2:28][CH2:27][C:26]2[N:8]([C:10]3[CH:15]=[CH:14][CH:13]=[CH:12][CH:11]=3)[C:2]3[CH:7]=[CH:6][CH:5]=[CH:4][C:3]=3[C:25]=2[CH2:24]1)=[O:22])([CH3:19])([CH3:17])[CH3:18], predict the reactants needed to synthesize it. The reactants are: Cl.[C:2]1([N:8]([C:10]2[CH:15]=[CH:14][CH:13]=[CH:12][CH:11]=2)N)[CH:7]=[CH:6][CH:5]=[CH:4][CH:3]=1.[C:16]([O:20][C:21]([N:23]1[CH2:28][CH2:27][C:26](=O)[CH2:25][CH2:24]1)=[O:22])([CH3:19])([CH3:18])[CH3:17].